From a dataset of Catalyst prediction with 721,799 reactions and 888 catalyst types from USPTO. Predict which catalyst facilitates the given reaction. (1) Reactant: C[O:2][C:3]1[CH:22]=[CH:21][C:6]2[O:7][CH2:8][C:9]3[CH:20]=[CH:19][CH:18]=[CH:17][C:10]=3[CH:11]([CH2:12][CH2:13][CH2:14][NH:15][CH3:16])[C:5]=2[CH:4]=1.I. Product: [OH:2][C:3]1[CH:22]=[CH:21][C:6]2[O:7][CH2:8][C:9]3[CH:20]=[CH:19][CH:18]=[CH:17][C:10]=3/[C:11](=[CH:12]/[CH2:13][CH2:14][NH:15][CH3:16])/[C:5]=2[CH:4]=1. The catalyst class is: 15. (2) Reactant: [C:1]([C:4]1[CH:9]=[CH:8][C:7]([C:10]2[CH:11]=[N:12][C:13]([C:16]([F:19])([F:18])[F:17])=[N:14][CH:15]=2)=[CH:6][C:5]=1[CH2:20][NH:21][C:22]([C@@H:24]1[C@@H:29]2[C@@H:27]([CH2:28]2)[CH2:26][N:25]1[S:30]([C:33]1[CH:38]=[CH:37][C:36]([F:39])=[CH:35][CH:34]=1)(=[O:32])=[O:31])=[O:23])(=O)[NH2:2].FC(F)(F)C(OC(=O)C(F)(F)F)=O.C(N(CC)CC)C. Product: [C:1]([C:4]1[CH:9]=[CH:8][C:7]([C:10]2[CH:11]=[N:12][C:13]([C:16]([F:17])([F:19])[F:18])=[N:14][CH:15]=2)=[CH:6][C:5]=1[CH2:20][NH:21][C:22]([C@@H:24]1[C@@H:29]2[C@@H:27]([CH2:28]2)[CH2:26][N:25]1[S:30]([C:33]1[CH:34]=[CH:35][C:36]([F:39])=[CH:37][CH:38]=1)(=[O:31])=[O:32])=[O:23])#[N:2]. The catalyst class is: 2.